This data is from Catalyst prediction with 721,799 reactions and 888 catalyst types from USPTO. The task is: Predict which catalyst facilitates the given reaction. (1) Reactant: [C:1]([O:8][CH3:9])(=[O:7])[CH2:2][C:3]([O:5][CH3:6])=[O:4].[H-].[Na+].[CH2:12]([C:14]1[CH:28]=[C:17]2[C:18]([C:23](=[O:27])[CH:24](Br)[CH3:25])=[CH:19][C:20]([F:22])=[CH:21][N:16]2[N:15]=1)[CH3:13]. Product: [CH2:12]([C:14]1[CH:28]=[C:17]2[C:18]([C:23](=[O:27])[CH:24]([CH:2]([C:1]([O:8][CH3:9])=[O:7])[C:3]([O:5][CH3:6])=[O:4])[CH3:25])=[CH:19][C:20]([F:22])=[CH:21][N:16]2[N:15]=1)[CH3:13]. The catalyst class is: 3. (2) Reactant: [C:1]1([C:7]([C:9]2[C:17]3[C:12](=[CH:13][N:14]=[CH:15][CH:16]=3)[NH:11][CH:10]=2)=O)[CH:6]=[CH:5][CH:4]=[CH:3][CH:2]=1.[C:18]([O:22][C:23](=[O:29])[NH:24][CH2:25][CH2:26][O:27][NH2:28])([CH3:21])([CH3:20])[CH3:19]. Product: [C:1]1([C:7](=[N:28][O:27][CH2:26][CH2:25][NH:24][C:23](=[O:29])[O:22][C:18]([CH3:20])([CH3:19])[CH3:21])[C:9]2[C:17]3[C:12](=[CH:13][N:14]=[CH:15][CH:16]=3)[NH:11][CH:10]=2)[CH:6]=[CH:5][CH:4]=[CH:3][CH:2]=1. The catalyst class is: 61. (3) Reactant: C(OC(=O)[NH:7][C:8]1[CH:13]=[CH:12][C:11]([CH:14]2[CH2:19][CH2:18][N:17]([C:20](=[O:25])[CH2:21][N:22]([CH3:24])[CH3:23])[CH2:16][CH2:15]2)=[CH:10][CH:9]=1)(C)(C)C.C(O)(C(F)(F)F)=O. Product: [NH2:7][C:8]1[CH:13]=[CH:12][C:11]([CH:14]2[CH2:15][CH2:16][N:17]([C:20](=[O:25])[CH2:21][N:22]([CH3:23])[CH3:24])[CH2:18][CH2:19]2)=[CH:10][CH:9]=1. The catalyst class is: 2.